From a dataset of Ames mutagenicity test results for genotoxicity prediction. Regression/Classification. Given a drug SMILES string, predict its toxicity properties. Task type varies by dataset: regression for continuous values (e.g., LD50, hERG inhibition percentage) or binary classification for toxic/non-toxic outcomes (e.g., AMES mutagenicity, cardiotoxicity, hepatotoxicity). Dataset: ames. (1) The molecule is Cc1ccc2c(c1)C(C)c1ccccc1-2. The result is 1 (mutagenic). (2) The compound is CCCCCCCCC. The result is 0 (non-mutagenic).